Dataset: Full USPTO retrosynthesis dataset with 1.9M reactions from patents (1976-2016). Task: Predict the reactants needed to synthesize the given product. (1) Given the product [F:1][C:2]1[CH:3]=[C:4]2[C:8](=[CH:9][CH:10]=1)[N:7]([CH:14]1[CH2:15][CH2:16][CH2:17][O:12][CH2:13]1)[N:6]=[C:5]2[I:11], predict the reactants needed to synthesize it. The reactants are: [F:1][C:2]1[CH:3]=[C:4]2[C:8](=[CH:9][CH:10]=1)[NH:7][N:6]=[C:5]2[I:11].[O:12]1[CH2:17][CH2:16][CH2:15][CH:14](O)[CH2:13]1. (2) Given the product [CH3:5][O:4][C:2](=[O:3])[NH:33][C:26]1[C:25]2[S:24][C:23]([C:17]3[C:18]([Cl:22])=[CH:19][CH:20]=[CH:21][C:16]=3[Cl:15])=[N:31][C:30]=2[C:29]([F:32])=[CH:28][N:27]=1, predict the reactants needed to synthesize it. The reactants are: Cl[C:2]([O:4][CH3:5])=[O:3].CCN(C(C)C)C(C)C.[Cl:15][C:16]1[CH:21]=[CH:20][CH:19]=[C:18]([Cl:22])[C:17]=1[C:23]1[S:24][C:25]2[C:26]([NH2:33])=[N:27][CH:28]=[C:29]([F:32])[C:30]=2[N:31]=1. (3) Given the product [C:1]1([S:7]([CH2:10][C:11]2[C:16]([C:17]([OH:19])=[O:18])=[C:15]([O:20][CH3:21])[C:14]([N:29]3[CH:33]=[CH:32][CH:31]=[N:30]3)=[CH:13][CH:12]=2)(=[O:9])=[O:8])[CH:6]=[CH:5][CH:4]=[CH:3][CH:2]=1, predict the reactants needed to synthesize it. The reactants are: [C:1]1([S:7]([CH2:10][C:11]2[C:16]([C:17]([OH:19])=[O:18])=[C:15]([O:20][CH3:21])[C:14](Br)=[CH:13][CH:12]=2)(=[O:9])=[O:8])[CH:6]=[CH:5][CH:4]=[CH:3][CH:2]=1.C(=O)([O-])[O-].[Cs+].[Cs+].[NH:29]1[CH:33]=[CH:32][CH:31]=[N:30]1.C(OCC)(=O)C. (4) The reactants are: [NH:1]([C:30]([O:32][C:33]([CH3:36])([CH3:35])[CH3:34])=[O:31])[C@H:2]([C:27](O)=[O:28])[CH2:3][CH2:4][CH2:5][NH:6][C:7](=[NH:26])[NH:8][S:9]([C:12]1[C:24]([CH3:25])=[C:23]2[C:17]([O:18][C:19]([CH2:22]2)([CH3:21])[CH3:20])=[C:15]([CH3:16])[C:13]=1[CH3:14])(=[O:11])=[O:10].CN(C(ON1N=NC2C=CC=NC1=2)=[N+](C)C)C.F[P-](F)(F)(F)(F)F.CCN(C(C)C)C(C)C.[CH2:70]([O:77][C:78](=[O:84])[N:79]([CH2:81][CH2:82][NH2:83])[CH3:80])[C:71]1[CH:76]=[CH:75][CH:74]=[CH:73][CH:72]=1.Cl. Given the product [C:33]([O:32][C:30](=[O:31])[NH:1][C@H:2]([C:27](=[O:28])[NH:83][CH2:82][CH2:81][N:79]([C:78]([O:77][CH2:70][C:71]1[CH:72]=[CH:73][CH:74]=[CH:75][CH:76]=1)=[O:84])[CH3:80])[CH2:3][CH2:4][CH2:5][NH:6]/[C:7](/[NH2:26])=[N:8]/[S:9]([C:12]1[C:24]([CH3:25])=[C:23]([CH3:22])[C:17]2[O:18][C:19]([CH3:21])([CH3:20])[CH2:16][C:15]=2[C:13]=1[CH3:14])(=[O:10])=[O:11])([CH3:35])([CH3:34])[CH3:36], predict the reactants needed to synthesize it. (5) The reactants are: C([N:8](CC1C=CC=CC=1)[CH:9]1[CH2:14][CH2:13][N:12]([CH2:15][CH2:16][N:17]2[C:26]3[C:21](=[C:22]([F:28])[CH:23]=[C:24]([F:27])[CH:25]=3)[CH:20]=[CH:19][C:18]2=[O:29])[CH:11]([CH3:30])[CH2:10]1)C1C=CC=CC=1. Given the product [NH2:8][CH:9]1[CH2:14][CH2:13][N:12]([CH2:15][CH2:16][N:17]2[C:26]3[C:21](=[C:22]([F:28])[CH:23]=[C:24]([F:27])[CH:25]=3)[CH:20]=[CH:19][C:18]2=[O:29])[CH:11]([CH3:30])[CH2:10]1, predict the reactants needed to synthesize it. (6) Given the product [NH2:9][C:10]1[C:15]2[C:16]([C:19]3[CH:20]=[CH:21][C:22]([NH:25][C:26]([NH:28][C:29]4[CH:34]=[CH:33][CH:32]=[C:31]([F:35])[CH:30]=4)=[O:27])=[CH:23][CH:24]=3)=[CH:17][S:18][C:14]=2[C:13]([C:36]2[CH:37]=[N:38][N:39]([CH2:41][CH2:42][OH:43])[CH:40]=2)=[CH:12][N:11]=1.[C:1]([OH:8])(=[O:7])/[CH:2]=[CH:3]\[C:4]([OH:6])=[O:5], predict the reactants needed to synthesize it. The reactants are: [C:1]([OH:8])(=[O:7])/[CH:2]=[CH:3]\[C:4]([OH:6])=[O:5].[NH2:9][C:10]1[C:15]2[C:16]([C:19]3[CH:24]=[CH:23][C:22]([NH:25][C:26]([NH:28][C:29]4[CH:34]=[CH:33][CH:32]=[C:31]([F:35])[CH:30]=4)=[O:27])=[CH:21][CH:20]=3)=[CH:17][S:18][C:14]=2[C:13]([C:36]2[CH:37]=[N:38][N:39]([CH2:41][CH2:42][OH:43])[CH:40]=2)=[CH:12][N:11]=1. (7) Given the product [Br:7][C:6]1[C:5]([C:8]2[CH:13]=[CH:12][CH:11]=[CH:10][CH:9]=2)=[N:16][NH:15][C:3](=[O:4])[CH:2]=1, predict the reactants needed to synthesize it. The reactants are: Br[C:2]1[C:3](=O)[O:4][CH:5]([C:8]2[CH:13]=[CH:12][CH:11]=[CH:10][CH:9]=2)[C:6]=1[Br:7].[NH2:15][NH2:16].O.